From a dataset of Full USPTO retrosynthesis dataset with 1.9M reactions from patents (1976-2016). Predict the reactants needed to synthesize the given product. (1) Given the product [CH3:14][O:13][C:3]1[CH:4]=[C:5]([CH:11]=[CH:12][C:2]=1[O:1][CH2:30][CH:17]([CH3:18])[NH:16][C:20]([O:22][CH2:23][C:24]1[CH:29]=[CH:28][CH:27]=[CH:26][CH:25]=1)=[O:21])[C:6]([O:8][CH2:9][CH3:10])=[O:7], predict the reactants needed to synthesize it. The reactants are: [OH:1][C:2]1[CH:12]=[CH:11][C:5]([C:6]([O:8][CH2:9][CH3:10])=[O:7])=[CH:4][C:3]=1[O:13][CH3:14].C[N:16]([C:20]([O:22][CH2:23][C:24]1[CH:29]=[CH:28][CH:27]=[CH:26][CH:25]=1)=[O:21])[CH2:17][CH2:18]O.[CH:30]1C=CC(P(C2C=CC=CC=2)C2C=CC=CC=2)=CC=1.CC(OC(/N=N/C(OC(C)C)=O)=O)C. (2) The reactants are: [CH2:1]([CH:4]1[C:9](=[O:10])[C:8]([CH3:12])([CH3:11])[CH2:7][CH2:6][C:5]1([CH3:14])[CH3:13])[CH:2]=[CH2:3].CC(N(C)C)=[O:17]. Given the product [CH3:11][C:8]1([CH3:12])[CH2:7][CH2:6][C:5]([CH3:14])([CH3:13])[CH:4]([CH2:1][C:2](=[O:17])[CH3:3])[C:9]1=[O:10], predict the reactants needed to synthesize it.